Dataset: NCI-60 drug combinations with 297,098 pairs across 59 cell lines. Task: Regression. Given two drug SMILES strings and cell line genomic features, predict the synergy score measuring deviation from expected non-interaction effect. Drug 1: CC1=C2C(C(=O)C3(C(CC4C(C3C(C(C2(C)C)(CC1OC(=O)C(C(C5=CC=CC=C5)NC(=O)OC(C)(C)C)O)O)OC(=O)C6=CC=CC=C6)(CO4)OC(=O)C)O)C)O. Drug 2: C1=NC(=NC(=O)N1C2C(C(C(O2)CO)O)O)N. Cell line: OVCAR-8. Synergy scores: CSS=30.6, Synergy_ZIP=-10.7, Synergy_Bliss=-3.66, Synergy_Loewe=0.596, Synergy_HSA=0.432.